Predict the reaction yield, written as a fraction of the theoretical maximum amount of product (1.0 means a 100% yield; for example, 0.34 means a 34% yield). From a dataset of Reaction yield outcomes from USPTO patents with 853,638 reactions. The reactants are [CH3:1][CH2:2][O:3][C:4]([C:6]1[NH:7][C:8]2[C:13]([CH:14]=1)=[CH:12][C:11]([C:15]([OH:17])=O)=[CH:10][CH:9]=2)=[O:5].F[B-](F)(F)F.N1(OC(N(C)C)=[N+](C)C)C2C=CC=CC=2N=N1.[CH:40]1([N:44]2[CH2:49][CH2:48][NH:47][CH2:46][CH2:45]2)[CH2:43][CH2:42][CH2:41]1.C(N(CC)C(C)C)(C)C. The catalyst is CN(C)C=O. The product is [CH2:2]([O:3][C:4]([C:6]1[NH:7][C:8]2[C:13]([CH:14]=1)=[CH:12][C:11]([C:15]([N:47]1[CH2:48][CH2:49][N:44]([CH:40]3[CH2:43][CH2:42][CH2:41]3)[CH2:45][CH2:46]1)=[O:17])=[CH:10][CH:9]=2)=[O:5])[CH3:1]. The yield is 0.620.